This data is from NCI-60 drug combinations with 297,098 pairs across 59 cell lines. The task is: Regression. Given two drug SMILES strings and cell line genomic features, predict the synergy score measuring deviation from expected non-interaction effect. Drug 1: CN(C)N=NC1=C(NC=N1)C(=O)N. Drug 2: CN(CC1=CN=C2C(=N1)C(=NC(=N2)N)N)C3=CC=C(C=C3)C(=O)NC(CCC(=O)O)C(=O)O. Cell line: KM12. Synergy scores: CSS=11.3, Synergy_ZIP=-13.4, Synergy_Bliss=-17.4, Synergy_Loewe=-5.39, Synergy_HSA=-5.32.